From a dataset of Full USPTO retrosynthesis dataset with 1.9M reactions from patents (1976-2016). Predict the reactants needed to synthesize the given product. The reactants are: [CH3:1][O:2][C:3]1[CH:8]=[CH:7][C:6]([C:9]2[CH:14]=[CH:13][CH:12]=[CH:11][CH:10]=2)=[CH:5][CH:4]=1.[Cl:15][C:16]1[CH:17]=[C:18]2[C:22](=[CH:23][CH:24]=1)[NH:21][C:20](=[O:25])[C:19]2=[O:26]. Given the product [Cl:15][C:16]1[CH:17]=[C:18]2[C:22](=[CH:23][CH:24]=1)[NH:21][C:20](=[O:25])[C:19]2([OH:26])[C:4]1[CH:5]=[C:6]([C:9]2[CH:10]=[CH:11][CH:12]=[CH:13][CH:14]=2)[CH:7]=[CH:8][C:3]=1[O:2][CH3:1], predict the reactants needed to synthesize it.